Dataset: Reaction yield outcomes from USPTO patents with 853,638 reactions. Task: Predict the reaction yield, written as a fraction of the theoretical maximum amount of product (1.0 means a 100% yield; for example, 0.34 means a 34% yield). The reactants are [Cl:1][C:2]1[CH:7]=[CH:6][N:5]=[C:4]([C:8]([OH:10])=O)[CH:3]=1.O=S(Cl)Cl.CC[N:17](CC)CC.N. The catalyst is C(Cl)Cl.CN(C=O)C. The product is [Cl:1][C:2]1[CH:7]=[CH:6][N:5]=[C:4]([C:8]([NH2:17])=[O:10])[CH:3]=1. The yield is 0.700.